Dataset: NCI-60 drug combinations with 297,098 pairs across 59 cell lines. Task: Regression. Given two drug SMILES strings and cell line genomic features, predict the synergy score measuring deviation from expected non-interaction effect. Drug 1: C1CCN(CC1)CCOC2=CC=C(C=C2)C(=O)C3=C(SC4=C3C=CC(=C4)O)C5=CC=C(C=C5)O. Drug 2: CS(=O)(=O)C1=CC(=C(C=C1)C(=O)NC2=CC(=C(C=C2)Cl)C3=CC=CC=N3)Cl. Cell line: SW-620. Synergy scores: CSS=-3.61, Synergy_ZIP=0.752, Synergy_Bliss=-0.770, Synergy_Loewe=-4.90, Synergy_HSA=-3.57.